Dataset: Forward reaction prediction with 1.9M reactions from USPTO patents (1976-2016). Task: Predict the product of the given reaction. (1) Given the reactants [NH:1]([C:3]1[N:4]=[C:5]2[CH:11]=[CH:10][N:9]([S:12]([C:15]3[CH:21]=[CH:20][C:18]([CH3:19])=[CH:17][CH:16]=3)(=[O:14])=[O:13])[C:6]2=[N:7][CH:8]=1)[NH2:2].[N:22]1([C:28](Cl)=[O:29])[CH2:27][CH2:26][CH2:25][CH2:24][CH2:23]1.C(Cl)Cl, predict the reaction product. The product is: [S:12]([N:9]1[C:6]2=[N:7][CH:8]=[C:3]([NH:1][NH:2][C:28]([N:22]3[CH2:27][CH2:26][CH2:25][CH2:24][CH2:23]3)=[O:29])[N:4]=[C:5]2[CH:11]=[CH:10]1)([C:15]1[CH:21]=[CH:20][C:18]([CH3:19])=[CH:17][CH:16]=1)(=[O:13])=[O:14]. (2) Given the reactants [CH3:1][N:2]([S:15]([C:18]1[S:19][CH:20]=[CH:21][CH:22]=1)(=[O:17])=[O:16])[C:3]1[CH:4]=[CH:5][CH:6]=[C:7]2[C:11]=1[NH:10][C:9]([C:12]([OH:14])=O)=[CH:8]2.[N:23]1(O)C2C=CC=CC=2N=N1.N.C(O)(=O)CC(CC(O)=O)(C(O)=O)O, predict the reaction product. The product is: [CH3:1][N:2]([S:15]([C:18]1[S:19][CH:20]=[CH:21][CH:22]=1)(=[O:17])=[O:16])[C:3]1[CH:4]=[CH:5][CH:6]=[C:7]2[C:11]=1[NH:10][C:9]([C:12]([NH2:23])=[O:14])=[CH:8]2. (3) Given the reactants [O:1]1[C:5]2[CH:6]=[CH:7][CH:8]=[CH:9][C:4]=2[CH:3]=[C:2]1[CH:10]=[N:11][S:12]([C:15]1[CH:25]=[CH:24][C:18]2[O:19][CH2:20][CH2:21][CH2:22][O:23][C:17]=2[CH:16]=1)(=[O:14])=[O:13].O1CCCC1.Br[Mg][C:33]1[C:38]([CH3:39])=[CH:37][CH:36]=[CH:35][C:34]=1[CH3:40], predict the reaction product. The product is: [O:1]1[C:5]2[CH:6]=[CH:7][CH:8]=[CH:9][C:4]=2[CH:3]=[C:2]1[CH:10]([C:33]1[C:38]([CH3:39])=[CH:37][CH:36]=[CH:35][C:34]=1[CH3:40])[NH:11][S:12]([C:15]1[CH:25]=[CH:24][C:18]2[O:19][CH2:20][CH2:21][CH2:22][O:23][C:17]=2[CH:16]=1)(=[O:13])=[O:14]. (4) Given the reactants Br[C:2]1[CH:20]=[CH:19][C:5]([C:6]([C:8]2[CH:9]=[CH:10][C:11]([Cl:18])=[C:12]([S:14]([NH2:17])(=[O:16])=[O:15])[CH:13]=2)=[O:7])=[CH:4][CH:3]=1.[N+:21]([C:24]1[CH:25]=[C:26](B(O)O)[CH:27]=[CH:28][CH:29]=1)([O-:23])=[O:22], predict the reaction product. The product is: [Cl:18][C:11]1[CH:10]=[CH:9][C:8]([C:6]([C:5]2[CH:19]=[CH:20][C:2]([C:28]3[CH:27]=[CH:26][CH:25]=[C:24]([N+:21]([O-:23])=[O:22])[CH:29]=3)=[CH:3][CH:4]=2)=[O:7])=[CH:13][C:12]=1[S:14]([NH2:17])(=[O:16])=[O:15]. (5) Given the reactants [F:1][C:2]1[CH:3]=[C:4]([C:9]2[C:17]3[C:12](=[CH:13][C:14]([OH:18])=[CH:15][CH:16]=3)[C:11](=[O:19])[C:10]=2[C:20]2[CH:21]=[N:22][CH:23]=[CH:24][CH:25]=2)[CH:5]=[C:6]([F:8])[CH:7]=1.BrC1[C:28](=[O:43])[C:29]2C(C=1C1C=CC=CC=1)=C[CH:32]=[C:31](O)[CH:30]=2.O1CCCC1CO.C1C=CC(P(C2C=CC=CC=2)C2C=CC=CC=2)=CC=1.CC(OC(/N=N/C(OC(C)C)=O)=O)C, predict the reaction product. The product is: [F:8][C:6]1[CH:5]=[C:4]([C:9]2[C:17]3[C:12](=[CH:13][C:14]([O:18][CH2:32][CH:31]4[CH2:30][CH2:29][CH2:28][O:43]4)=[CH:15][CH:16]=3)[C:11](=[O:19])[C:10]=2[C:20]2[CH:21]=[N:22][CH:23]=[CH:24][CH:25]=2)[CH:3]=[C:2]([F:1])[CH:7]=1. (6) Given the reactants [NH:1]1[CH2:6][CH2:5][O:4][CH2:3][CH2:2]1.[F:7][C:8]1[CH:9]=[C:10]([N+:16]([O-:18])=[O:17])[CH:11]=[C:12]([F:15])[C:13]=1F, predict the reaction product. The product is: [F:7][C:8]1[CH:9]=[C:10]([N+:16]([O-:18])=[O:17])[CH:11]=[C:12]([F:15])[C:13]=1[N:1]1[CH2:6][CH2:5][O:4][CH2:3][CH2:2]1.